This data is from Forward reaction prediction with 1.9M reactions from USPTO patents (1976-2016). The task is: Predict the product of the given reaction. Given the reactants [Cl:1][C:2]1[CH:7]=[CH:6][CH:5]=[C:4]([Cl:8])[C:3]=1[N:9]=[N+:10]=[N-:11].[CH3:12][CH:13]([CH3:18])[C:14]#[C:15][CH2:16][OH:17].ClC1C=CC=C(Cl)C=1N1C(C(C)C)=C(CO)N=N1, predict the reaction product. The product is: [Cl:1][C:2]1[CH:7]=[CH:6][CH:5]=[C:4]([Cl:8])[C:3]=1[N:9]1[C:15]([CH2:16][OH:17])=[C:14]([CH:13]([CH3:18])[CH3:12])[N:11]=[N:10]1.